Dataset: Catalyst prediction with 721,799 reactions and 888 catalyst types from USPTO. Task: Predict which catalyst facilitates the given reaction. (1) Product: [C:21]1([CH:14]([C:15]2[CH:20]=[CH:19][CH:18]=[CH:17][N:16]=2)[CH2:13][NH:12][C:10]2[C:9]3[C:4](=[CH:5][CH:6]=[CH:7][CH:8]=3)[N:3]=[C:2]([C:35]3[CH:34]=[CH:33][C:32]([NH:31][S:28]([CH3:27])(=[O:29])=[O:30])=[CH:37][CH:36]=3)[N:11]=2)[CH:26]=[CH:25][CH:24]=[CH:23][CH:22]=1. Reactant: Cl[C:2]1[N:11]=[C:10]([NH:12][CH2:13][CH:14]([C:21]2[CH:26]=[CH:25][CH:24]=[CH:23][CH:22]=2)[C:15]2[CH:20]=[CH:19][CH:18]=[CH:17][N:16]=2)[C:9]2[C:4](=[CH:5][CH:6]=[CH:7][CH:8]=2)[N:3]=1.[CH3:27][S:28]([NH:31][C:32]1[CH:37]=[CH:36][C:35](B(O)O)=[CH:34][CH:33]=1)(=[O:30])=[O:29].C([O-])([O-])=O.[K+].[K+]. The catalyst class is: 38. (2) Reactant: [CH2:1]([N:8]([CH2:19][C:20]1[CH:25]=[CH:24][CH:23]=[CH:22][CH:21]=1)[C:9]1[CH:14]=[CH:13][CH:12]=[C:11]([N+:15]([O-])=O)[C:10]=1[CH3:18])[C:2]1[CH:7]=[CH:6][CH:5]=[CH:4][CH:3]=1. Product: [CH2:19]([N:8]([CH2:1][C:2]1[CH:7]=[CH:6][CH:5]=[CH:4][CH:3]=1)[C:9]1[CH:14]=[CH:13][CH:12]=[C:11]([NH2:15])[C:10]=1[CH3:18])[C:20]1[CH:21]=[CH:22][CH:23]=[CH:24][CH:25]=1. The catalyst class is: 183.